From a dataset of Forward reaction prediction with 1.9M reactions from USPTO patents (1976-2016). Predict the product of the given reaction. (1) The product is: [NH:31]1[C:32]2[C:28](=[CH:27][C:26]([NH:25][C:23]3[C:22]4[C:17](=[CH:18][CH:19]=[CH:20][CH:21]=4)[N:16]=[C:15]([C:11]4[CH:10]=[C:9]([NH:8][C:6]([C@H:2]5[CH2:3][CH2:4][CH2:5][NH:1]5)=[O:7])[CH:14]=[CH:13][CH:12]=4)[N:24]=3)=[CH:34][CH:33]=2)[CH:29]=[N:30]1. Given the reactants [NH:1]1[CH2:5][CH2:4][CH2:3][C@@H:2]1[C:6]([NH:8][C:9]1[CH:10]=[C:11]([C:15]2[N:24]=[C:23]([NH:25][C:26]3[CH:27]=[C:28]4[C:32](=[CH:33][CH:34]=3)[N:31](C(OC(C)(C)C)=O)[N:30]=[CH:29]4)[C:22]3[C:17](=[CH:18][CH:19]=[CH:20][CH:21]=3)[N:16]=2)[CH:12]=[CH:13][CH:14]=1)=[O:7].C(O)(C(F)(F)F)=O, predict the reaction product. (2) Given the reactants [C:1]([OH:7])([C:3]([F:6])([F:5])[F:4])=[O:2].[C:8]([CH2:10][C:11]1([N:32]2[CH:36]=[C:35](B3OC(C)(C)C(C)(C)O3)[CH:34]=[N:33]2)[CH2:14][N:13]([C:15]2[C:29]([F:30])=[CH:28][C:18]([C:19]([NH:21][C@@H:22]([CH3:27])[C:23]([F:26])([F:25])[F:24])=[O:20])=[C:17]([F:31])[CH:16]=2)[CH2:12]1)#[N:9].Br[C:47]1[C:48]([CH2:52][OH:53])=[N:49][NH:50][CH:51]=1, predict the reaction product. The product is: [F:4][C:3]([F:6])([F:5])[C:1]([OH:7])=[O:2].[C:8]([CH2:10][C:11]1([N:32]2[CH:36]=[C:35]([C:47]3[C:48]([CH2:52][OH:53])=[N:49][NH:50][CH:51]=3)[CH:34]=[N:33]2)[CH2:12][N:13]([C:15]2[C:29]([F:30])=[CH:28][C:18]([C:19]([NH:21][C@@H:22]([CH3:27])[C:23]([F:26])([F:24])[F:25])=[O:20])=[C:17]([F:31])[CH:16]=2)[CH2:14]1)#[N:9]. (3) Given the reactants [CH3:1][O:2][C:3](=[O:13])[CH2:4][C:5]1[CH:10]=[CH:9][CH:8]=[C:7]([Br:11])[C:6]=1[OH:12].[C:14](=O)([O-])[O-].[K+].[K+].IC, predict the reaction product. The product is: [CH3:1][O:2][C:3](=[O:13])[CH2:4][C:5]1[CH:10]=[CH:9][CH:8]=[C:7]([Br:11])[C:6]=1[O:12][CH3:14]. (4) The product is: [Cl:28][C:29]1[CH:34]=[CH:33][C:32]([C:2]2[CH:3]=[CH:4][C:5]3[O:11][CH2:10][CH2:9][N:8]4[CH:12]=[C:13]([C:15]5[N:19]([C:20]6[CH:25]=[CH:24][CH:23]=[CH:22][C:21]=6[Cl:26])[N:18]=[CH:17][N:16]=5)[N:14]=[C:7]4[C:6]=3[CH:27]=2)=[CH:31][CH:30]=1. Given the reactants Br[C:2]1[CH:3]=[CH:4][C:5]2[O:11][CH2:10][CH2:9][N:8]3[CH:12]=[C:13]([C:15]4[N:19]([C:20]5[CH:25]=[CH:24][CH:23]=[CH:22][C:21]=5[Cl:26])[N:18]=[CH:17][N:16]=4)[N:14]=[C:7]3[C:6]=2[CH:27]=1.[Cl:28][C:29]1[CH:34]=[CH:33][C:32](B(O)O)=[CH:31][CH:30]=1.C([O-])([O-])=O.[Cs+].[Cs+].O, predict the reaction product. (5) Given the reactants F[C:2]1[CH:7]=[CH:6][C:5]([N+:8]([O-:10])=[O:9])=[CH:4][CH:3]=1.C(O)(=O)C(O)=O.[CH2:17]1[C:20]2([CH2:25][CH2:24][O:23][CH2:22][CH2:21]2)[CH2:19][NH:18]1.C(=O)([O-])[O-].[K+].[K+], predict the reaction product. The product is: [N+:8]([C:5]1[CH:6]=[CH:7][C:2]([N:18]2[CH2:19][C:20]3([CH2:25][CH2:24][O:23][CH2:22][CH2:21]3)[CH2:17]2)=[CH:3][CH:4]=1)([O-:10])=[O:9]. (6) The product is: [N:36]1([C:21]2[CH:20]=[C:19]([C:17]3[S:18][C:14]4[C:13]([C:29]5[CH:34]=[CH:33][C:32]([Cl:35])=[CH:31][CH:30]=5)=[C:12]([C@H:6]([O:5][C:1]([CH3:2])([CH3:3])[CH3:4])[C:7]([O:9][CH2:10][CH3:11])=[O:8])[C:27]([CH3:28])=[CH:26][C:15]=4[N:16]=3)[CH:24]=[CH:23][N:22]=2)[C:44]2[C:39](=[CH:40][CH:41]=[CH:42][CH:43]=2)[CH:38]=[N:37]1. Given the reactants [C:1]([O:5][C@@H:6]([C:12]1[C:27]([CH3:28])=[CH:26][C:15]2[N:16]=[C:17]([C:19]3[CH:24]=[CH:23][N:22]=[C:21](Cl)[CH:20]=3)[S:18][C:14]=2[C:13]=1[C:29]1[CH:34]=[CH:33][C:32]([Cl:35])=[CH:31][CH:30]=1)[C:7]([O:9][CH2:10][CH3:11])=[O:8])([CH3:4])([CH3:3])[CH3:2].[NH:36]1[C:44]2[C:39](=[CH:40][CH:41]=[CH:42][CH:43]=2)[CH:38]=[N:37]1.C([O-])([O-])=O.[K+].[K+].C1OCCOCCOCCOCCOCCOC1, predict the reaction product.